This data is from Catalyst prediction with 721,799 reactions and 888 catalyst types from USPTO. The task is: Predict which catalyst facilitates the given reaction. (1) Reactant: [C:1](#[N:3])[CH3:2].C([Li])CCC.C([O:11][C:12](=O)[C:13]1[CH:18]=[CH:17][C:16]([CH3:19])=[CH:15][C:14]=1[CH3:20])C.[OH-].[Na+]. Product: [CH3:20][C:14]1[CH:15]=[C:16]([CH3:19])[CH:17]=[CH:18][C:13]=1[C:12](=[O:11])[CH2:2][C:1]#[N:3]. The catalyst class is: 1. (2) Reactant: C([O:3][C:4](=[O:34])/[CH:5]=[CH:6]/[C:7]1[CH:12]=[CH:11][C:10]([O:13][CH2:14][CH:15]([OH:21])[CH2:16][O:17][CH:18]([CH3:20])[CH3:19])=[CH:9][C:8]=1[O:22][C:23]1[C:28]([Cl:29])=[CH:27][C:26]([C:30]([F:33])([F:32])[F:31])=[CH:25][N:24]=1)C.O1CCCC1.[OH-].[Na+].Cl. Product: [Cl:29][C:28]1[C:23]([O:22][C:8]2[CH:9]=[C:10]([O:13][CH2:14][CH:15]([OH:21])[CH2:16][O:17][CH:18]([CH3:19])[CH3:20])[CH:11]=[CH:12][C:7]=2/[CH:6]=[CH:5]/[C:4]([OH:34])=[O:3])=[N:24][CH:25]=[C:26]([C:30]([F:31])([F:33])[F:32])[CH:27]=1. The catalyst class is: 97. (3) Reactant: [CH3:1][C:2]1[CH:11]=[C:10]([CH3:12])[C:9]([C:13]2[NH:14][C:15]([C@@H:18]3[CH2:22][CH2:21][CH2:20][O:19]3)=[CH:16][N:17]=2)=[CH:8][C:3]=1[C:4]([O:6]C)=[O:5].[OH-].[Na+].CO. Product: [CH3:1][C:2]1[CH:11]=[C:10]([CH3:12])[C:9]([C:13]2[NH:14][C:15]([C@@H:18]3[CH2:22][CH2:21][CH2:20][O:19]3)=[CH:16][N:17]=2)=[CH:8][C:3]=1[C:4]([OH:6])=[O:5]. The catalyst class is: 6. (4) Reactant: [F:1][C:2]1[CH:7]=[CH:6][C:5]([C:8]2[C:13]([C:14]3[CH:19]=[CH:18][N:17]=[CH:16][CH:15]=3)=[C:12]([C:20]3[CH:25]=[CH:24][C:23]([F:26])=[CH:22][CH:21]=3)[N:11]=[C:10]3[NH:27][N:28]=[CH:29][C:9]=23)=[CH:4][CH:3]=1.[Cl:30]N1C(=O)CCC1=O. The catalyst class is: 3. Product: [Cl:30][C:29]1[C:9]2[C:10](=[N:11][C:12]([C:20]3[CH:25]=[CH:24][C:23]([F:26])=[CH:22][CH:21]=3)=[C:13]([C:14]3[CH:15]=[CH:16][N:17]=[CH:18][CH:19]=3)[C:8]=2[C:5]2[CH:6]=[CH:7][C:2]([F:1])=[CH:3][CH:4]=2)[NH:27][N:28]=1. (5) Reactant: [CH2:1]([O:8][C:9]1[C:18]2[C:13](=[CH:14][CH:15]=[CH:16][CH:17]=2)[N:12]=[C:11]([CH2:19][CH2:20][C:21]([OH:23])=O)[C:10]=1[CH3:24])[C:2]1[CH:7]=[CH:6][CH:5]=[CH:4][CH:3]=1.O.ON1C2C=CC=CC=2N=N1.Cl.C(N=C=NCCCN(C)C)C.[C:48]1([CH2:54][CH2:55][CH2:56][NH2:57])[CH:53]=[CH:52][CH:51]=[CH:50][CH:49]=1.C(N(CC)C(C)C)(C)C.C(=O)([O-])O.[Na+]. Product: [CH2:1]([O:8][C:9]1[C:18]2[C:13](=[CH:14][CH:15]=[CH:16][CH:17]=2)[N:12]=[C:11]([CH2:19][CH2:20][C:21]([NH:57][CH2:56][CH2:55][CH2:54][C:48]2[CH:53]=[CH:52][CH:51]=[CH:50][CH:49]=2)=[O:23])[C:10]=1[CH3:24])[C:2]1[CH:7]=[CH:6][CH:5]=[CH:4][CH:3]=1. The catalyst class is: 3.